From a dataset of Reaction yield outcomes from USPTO patents with 853,638 reactions. Predict the reaction yield, written as a fraction of the theoretical maximum amount of product (1.0 means a 100% yield; for example, 0.34 means a 34% yield). (1) The reactants are [NH2:1][C:2]1[C:7]([N+:8]([O-])=O)=[CH:6][C:5]([Br:11])=[CH:4][N:3]=1. The catalyst is CCO. The yield is 0.980. The product is [Br:11][C:5]1[CH:6]=[C:7]([NH2:8])[C:2]([NH2:1])=[N:3][CH:4]=1. (2) The reactants are [NH:1]1[CH:5]=[C:4]([C:6](=[O:21])[CH2:7]N2CCN(C(OC(C)(C)C)=O)CC2)[N:3]=[CH:2]1.[Cl:22][C:23]1[CH:24]=[C:25]2[C:30](=[CH:31][CH:32]=1)[CH:29]=[C:28]([S:33]([CH2:36][CH2:37][C:38]([OH:40])=O)(=[O:35])=[O:34])[CH:27]=[CH:26]2.F[C:42](F)(F)[C:43](O)=O. No catalyst specified. The product is [Cl:22][C:23]1[CH:24]=[C:25]2[C:30](=[CH:31][CH:32]=1)[CH:29]=[C:28]([S:33]([CH2:36][CH2:37][C:38]([N:1]1[CH2:43][CH2:42][CH:6]([CH2:7][C:6]([C:4]3[N:3]=[CH:2][NH:1][CH:5]=3)=[O:21])[CH2:4][CH2:5]1)=[O:40])(=[O:34])=[O:35])[CH:27]=[CH:26]2. The yield is 0.0140. (3) The reactants are C(N(CC)C(C)C)(C)C.O[C@@H:11]1[CH2:15][CH2:14][O:13][C:12]1=[O:16].FC(F)(F)S(OS(C(F)(F)F)(=O)=O)(=O)=O.[Cl:32][C:33]1[C:41]([F:42])=[CH:40][CH:39]=[C:38]2[C:34]=1[CH2:35][CH2:36][NH:37]2. The catalyst is C(Cl)Cl. The product is [Cl:32][C:33]1[C:41]([F:42])=[CH:40][CH:39]=[C:38]2[C:34]=1[CH2:35][CH2:36][N:37]2[C@H:11]1[CH2:15][CH2:14][O:13][C:12]1=[O:16]. The yield is 0.900. (4) The product is [Cl:1][C:2]([Cl:12])=[C:3]([C:5]1[CH:10]=[CH:9][CH:8]=[CH:7][C:6]=1[NH:11][C:26]1[CH:25]=[CH:24][CH:23]=[CH:22][C:21]=1[CH3:20])[CH3:4]. The catalyst is C1(C)C=CC=CC=1.[Cu].CC([O-])=O.CC([O-])=O.[Cu+2]. The yield is 0.700. The reactants are [Cl:1][C:2]([Cl:12])=[C:3]([C:5]1[CH:10]=[CH:9][CH:8]=[CH:7][C:6]=1[NH2:11])[CH3:4].[C:20](O)(=O)[CH2:21][CH2:22][CH2:23][CH2:24][CH2:25][CH2:26][CH2:20][CH2:21][CH2:22][CH2:23][CH2:24][CH2:25][CH3:26].N1C(C)=CC=CC=1C.